From a dataset of Full USPTO retrosynthesis dataset with 1.9M reactions from patents (1976-2016). Predict the reactants needed to synthesize the given product. (1) Given the product [Cl:7][C:8]1[N:9]=[CH:10][C:11]([CH2:12][OH:13])=[CH:16][CH:17]=1, predict the reactants needed to synthesize it. The reactants are: [H-].[H-].[H-].[H-].[Li+].[Al+3].[Cl:7][C:8]1[CH:17]=[CH:16][C:11]([C:12](OC)=[O:13])=[CH:10][N:9]=1. (2) Given the product [CH3:20][C:19]1[NH:21][C:3]([C:5]2[C:6]([CH3:16])=[CH:7][C:8]([CH3:15])=[C:9]([CH:14]=2)[C:10]([O:12][CH3:13])=[O:11])=[C:2]([CH3:17])[N:22]=1, predict the reactants needed to synthesize it. The reactants are: Br[CH:2]([CH3:17])[C:3]([C:5]1[C:6]([CH3:16])=[CH:7][C:8]([CH3:15])=[C:9]([CH:14]=1)[C:10]([O:12][CH3:13])=[O:11])=O.Cl.[C:19](=[NH:22])([NH2:21])[CH3:20].C(=O)([O-])[O-].[K+].[K+]. (3) Given the product [F:42][C:2]1([F:1])[CH2:6][C@H:5]([O:7][C:8]2[CH:13]=[CH:12][C:11]([S:14]([NH:17][C:18]3[CH:23]=[CH:22][N:21]=[CH:20][N:19]=3)(=[O:15])=[O:16])=[C:10]([F:35])[CH:9]=2)[C@@H:4]([C:36]2[N:40]([CH3:41])[N:39]=[CH:38][CH:37]=2)[CH2:3]1, predict the reactants needed to synthesize it. The reactants are: [F:1][C:2]1([F:42])[CH2:6][C@H:5]([O:7][C:8]2[CH:13]=[CH:12][C:11]([S:14]([N:17](CC3C=CC(OC)=CC=3OC)[C:18]3[CH:23]=[CH:22][N:21]=[CH:20][N:19]=3)(=[O:16])=[O:15])=[C:10]([F:35])[CH:9]=2)[C@@H:4]([C:36]2[N:40]([CH3:41])[N:39]=[CH:38][CH:37]=2)[CH2:3]1.C([SiH](CC)CC)C.FC(F)(F)C(O)=O. (4) Given the product [Br:8][C:9]1[N:13]([CH:14]2[CH2:19][CH2:18][N:17]([CH:21]3[CH2:27][CH2:26][CH2:25][N:24]([C:28]([O:30][CH2:31][CH3:32])=[O:29])[CH2:23][CH2:22]3)[CH2:16][CH2:15]2)[N:12]=[CH:11][CH:10]=1, predict the reactants needed to synthesize it. The reactants are: FC(F)(F)C(O)=O.[Br:8][C:9]1[N:13]([CH:14]2[CH2:19][CH2:18][NH:17][CH2:16][CH2:15]2)[N:12]=[CH:11][CH:10]=1.O=[C:21]1[CH2:27][CH2:26][CH2:25][N:24]([C:28]([O:30][CH2:31][CH3:32])=[O:29])[CH2:23][CH2:22]1.C(O[BH-](OC(=O)C)OC(=O)C)(=O)C.[Na+].C(O)(=O)C.